Dataset: Retrosynthesis with 50K atom-mapped reactions and 10 reaction types from USPTO. Task: Predict the reactants needed to synthesize the given product. Given the product CCOC(=O)c1cn2c(-c3cccs3)cnc(N3CCN(C)CC3)c2n1, predict the reactants needed to synthesize it. The reactants are: C=O.CCOC(=O)c1cn2c(-c3cccs3)cnc(N3CCNCC3)c2n1.